Regression. Given a peptide amino acid sequence and an MHC pseudo amino acid sequence, predict their binding affinity value. This is MHC class II binding data. From a dataset of Peptide-MHC class II binding affinity with 134,281 pairs from IEDB. (1) The peptide sequence is KFDSALARKHIARELH. The MHC is DRB1_1101 with pseudo-sequence DRB1_1101. The binding affinity (normalized) is 0.528. (2) The peptide sequence is SAVIGTLAAAMFGAV. The MHC is HLA-DQA10301-DQB10302 with pseudo-sequence HLA-DQA10301-DQB10302. The binding affinity (normalized) is 0.316. (3) The peptide sequence is YEYKVQQAMSNLVLG. The MHC is DRB1_1302 with pseudo-sequence DRB1_1302. The binding affinity (normalized) is 0.780. (4) The peptide sequence is AFKVAATAANAAPAR. The MHC is DRB1_0802 with pseudo-sequence DRB1_0802. The binding affinity (normalized) is 0.832. (5) The peptide sequence is VRNMEKYQLAVTIMA. The MHC is DRB1_0401 with pseudo-sequence DRB1_0401. The binding affinity (normalized) is 0.557. (6) The peptide sequence is PHRLNSRGGCRCGKY. The MHC is DRB1_0101 with pseudo-sequence DRB1_0101. The binding affinity (normalized) is 0.278. (7) The MHC is H-2-IAd with pseudo-sequence H-2-IAd. The peptide sequence is SADTISSYFVGKM. The binding affinity (normalized) is 0.149. (8) The binding affinity (normalized) is 0.213. The peptide sequence is EYIEAAKWLLPPPKV. The MHC is HLA-DQA10201-DQB10202 with pseudo-sequence HLA-DQA10201-DQB10202. (9) The peptide sequence is GTWTYDGSVVA. The MHC is DRB1_0101 with pseudo-sequence DRB1_0101. The binding affinity (normalized) is 0.342. (10) The peptide sequence is EIVDLMCHAT. The MHC is HLA-DQA10501-DQB10301 with pseudo-sequence HLA-DQA10501-DQB10301. The binding affinity (normalized) is 0.0402.